From a dataset of Experimentally validated miRNA-target interactions with 360,000+ pairs, plus equal number of negative samples. Binary Classification. Given a miRNA mature sequence and a target amino acid sequence, predict their likelihood of interaction. (1) The miRNA is hsa-miR-3666 with sequence CAGUGCAAGUGUAGAUGCCGA. The protein sequence of the target gene is MVRMVPVLLSLLLLLGPAVPQENQDGRYSLTYIYTGLSKHVEDVPAFQALGSLNDLQFFRYNSKDRKSQPMGLWRQVEGMEDWKQDSQLQKAREDIFMETLKDIVEYYNDSNGSHVLQGRFGCEIENNRSSGAFWKYYYDGKDYIEFNKEIPAWVPFDPAAQITKQKWEAEPVYVQRAKAYLEEECPATLRKYLKYSKNILDRQDPPSVVVTSHQAPGEKKKLKCLAYDFYPGKIDVHWTRAGEVQEPELRGDVLHNGNGTYQSWVVVAVPPQDTAPYSCHVQHSSLAQPLVVPWEAS. Result: 0 (no interaction). (2) The miRNA is hsa-miR-3146 with sequence CAUGCUAGGAUAGAAAGAAUGG. The protein sequence of the target gene is MKRGRLPSSSEDSDDNGSLSTTWSQHSRSQHGRSSTCSRPEDRKPSEVFRTDLITAMKLHDSYQLNPDDYYVLADPWRQEWEKGVQVPVSPGTIPQPVARVVSEEKSLMFIRPKKYIASSGSEPPALGYVDIRTLADSVCRYDLNDMDAAWLEVTNEEFKEMGMPELDEYTMERVLEEFEQRCYDNMNHAIETEEGLGIEYDEDVVCDVCQSPDGEDGNEMVFCDKCNICVHQACYGILKVPEGSWLCRTCALGVQPKCLLCPKKGGAMKPTRSGTKWVHVSCALWIPEVSIGSPEKMEP.... Result: 0 (no interaction). (3) The miRNA is hsa-miR-7706 with sequence UGAAGCGCCUGUGCUCUGCCGAGA. The protein sequence of the target gene is MSNIYIQEPPTNGKVLLKTTAGDIDIELWSKEAPKACRNFIQLCLEAYYDNTIFHRVVPGFIVQGGDPTGTGSGGESIYGAPFKDEFHSRLRFNRRGLVAMANAGSHDNGSQFFFTLGRADELNNKHTIFGKVTGDTVYNMLRLSEVDIDDDERPHNPHKIKSCEVLFNPFDDIIPREIKRLKKEKPEEEVKKLKPKGTKNFSLLSFGEEAEEEEEEVNRVSQSMKGKSKSSHDLLKDDPHLSSVPVVESEKGDAPDLVDDGEDESAEHDEYIDGDEKNLMRERIAKKLKKDTSANVKSA.... Result: 0 (no interaction).